The task is: Predict the reaction yield, written as a fraction of the theoretical maximum amount of product (1.0 means a 100% yield; for example, 0.34 means a 34% yield).. This data is from Reaction yield outcomes from USPTO patents with 853,638 reactions. The product is [CH3:26][O:27][C:28]1[CH:33]=[CH:32][C:31]([CH2:34][C:35]([NH:1][C:2]2[CH:3]=[C:4]([C:8]3[C:16]4[C:11](=[CH:12][CH:13]=[C:14]([C:17]([NH2:19])=[O:18])[CH:15]=4)[NH:10][N:9]=3)[CH:5]=[CH:6][CH:7]=2)=[O:36])=[CH:30][CH:29]=1. No catalyst specified. The reactants are [NH2:1][C:2]1[CH:3]=[C:4]([C:8]2[C:16]3[C:11](=[CH:12][CH:13]=[C:14]([C:17]([NH2:19])=[O:18])[CH:15]=3)[N:10](C3CCCCO3)[N:9]=2)[CH:5]=[CH:6][CH:7]=1.[CH3:26][O:27][C:28]1[CH:33]=[CH:32][C:31]([CH2:34][C:35](O)=[O:36])=[CH:30][CH:29]=1.CCN=C=NCCCN(C)C. The yield is 0.110.